From a dataset of Full USPTO retrosynthesis dataset with 1.9M reactions from patents (1976-2016). Predict the reactants needed to synthesize the given product. (1) Given the product [O:17]1[CH:18]=[CH:19][C:15]([C:8]2[CH:9]=[C:10]([C:11]([F:14])([F:13])[F:12])[C:5]3[N:6]([CH:20]=[C:3]([CH2:2][C:21]#[N:22])[N:4]=3)[CH:7]=2)=[CH:16]1, predict the reactants needed to synthesize it. The reactants are: Cl[CH2:2][C:3]1[N:4]=[C:5]2[C:10]([C:11]([F:14])([F:13])[F:12])=[CH:9][C:8]([C:15]3[CH:19]=[CH:18][O:17][CH:16]=3)=[CH:7][N:6]2[CH:20]=1.[C-:21]#[N:22].[K+].O. (2) The reactants are: ClC1[C:7]([C:8]([N:10]([CH3:14])[CH2:11][C:12]#[CH:13])=[O:9])=[C:6]([Cl:15])[N:5]=[CH:4]N=1. Given the product [Cl:15][C:6]1[C:7]2[C:8](=[O:9])[N:10]([CH3:14])[CH2:11][C:12]=2[CH:13]=[CH:4][N:5]=1, predict the reactants needed to synthesize it. (3) Given the product [CH3:15][C:8]1[CH:9]=[C:10]([OH:14])[CH:11]=[C:12]([CH3:13])[C:7]=1[CH:25]([C:24]1[CH:23]=[CH:22][C:21]([O:20][Si:19]([CH:29]([CH3:31])[CH3:30])([CH:32]([CH3:34])[CH3:33])[CH:16]([CH3:17])[CH3:18])=[CH:28][CH:27]=1)[OH:26], predict the reactants needed to synthesize it. The reactants are: [Li]C(CC)C.Br[C:7]1[C:12]([CH3:13])=[CH:11][C:10]([OH:14])=[CH:9][C:8]=1[CH3:15].[CH:16]([Si:19]([CH:32]([CH3:34])[CH3:33])([CH:29]([CH3:31])[CH3:30])[O:20][C:21]1[CH:28]=[CH:27][C:24]([CH:25]=[O:26])=[CH:23][CH:22]=1)([CH3:18])[CH3:17].C(O)(=O)C. (4) Given the product [F:14][C:13]([F:16])([F:15])[C:10]1[CH:11]=[CH:12][C:7]([N:1]2[CH:5]=[CH:4][CH:3]=[N:2]2)=[CH:8][CH:9]=1, predict the reactants needed to synthesize it. The reactants are: [NH:1]1[CH:5]=[CH:4][CH:3]=[N:2]1.Cl[C:7]1[CH:12]=[CH:11][C:10]([C:13]([F:16])([F:15])[F:14])=[CH:9][CH:8]=1. (5) Given the product [F:1][C:2]([F:7])([F:6])[C:3]([OH:5])=[O:4].[C:31]1([C:34]2[CH:35]=[CH:36][CH:37]=[CH:38][CH:39]=2)[CH:30]=[CH:29][C:28]([NH:27][C:26]2[CH:25]=[N:24][CH:23]=[C:22]3[S:40][C:19]([C:17]([NH:16][CH2:15][CH2:14][C:13]([OH:41])=[O:12])=[O:18])=[CH:20][C:21]=23)=[CH:33][CH:32]=1, predict the reactants needed to synthesize it. The reactants are: [F:1][C:2]([F:7])([F:6])[C:3]([OH:5])=[O:4].C([O:12][C:13](=[O:41])[CH2:14][CH2:15][NH:16][C:17]([C:19]1[S:40][C:22]2=[CH:23][N:24]=[CH:25][C:26]([NH:27][C:28]3[CH:33]=[CH:32][C:31]([C:34]4[CH:39]=[CH:38][CH:37]=[CH:36][CH:35]=4)=[CH:30][CH:29]=3)=[C:21]2[CH:20]=1)=[O:18])(C)(C)C. (6) Given the product [C:16]([OH:32])(=[O:15])[CH2:17][CH2:23][CH2:24][CH2:25][CH2:26][CH2:27][CH2:28][CH2:29][CH3:30], predict the reactants needed to synthesize it. The reactants are: C1C=CC2OC(=O)NC(=O)C=2C=1.C([O:15][C:16](=[O:32])[CH:17]([CH2:23][CH2:24][CH2:25][CH2:26][CH2:27][CH2:28][CH2:29][CH2:30]Br)C(OCC)=O)C.C(=O)([O-])[O-].[Na+].[Na+]. (7) Given the product [Cl:24][C:25]1[CH:26]=[C:27]([NH:28][C:2]2[C:7]([C:8]#[N:9])=[CH:6][N:5]=[C:4]3[S:10][C:11]4[CH2:12][N:13]([C:17]([O:19][C:20]([CH3:21])([CH3:23])[CH3:22])=[O:18])[CH2:14][CH2:15][C:16]=4[C:3]=23)[CH:29]=[CH:30][C:31]=1[F:32], predict the reactants needed to synthesize it. The reactants are: Cl[C:2]1[C:7]([C:8]#[N:9])=[CH:6][N:5]=[C:4]2[S:10][C:11]3[CH2:12][N:13]([C:17]([O:19][C:20]([CH3:23])([CH3:22])[CH3:21])=[O:18])[CH2:14][CH2:15][C:16]=3[C:3]=12.[Cl:24][C:25]1[CH:26]=[C:27]([CH:29]=[CH:30][C:31]=1[F:32])[NH2:28].CC(C1C=C(C(C)C)C(C2C=CC=CC=2P(C2CCCCC2)C2CCCCC2)=C(C(C)C)C=1)C.C(=O)([O-])[O-].[Cs+].[Cs+]. (8) Given the product [CH:12]1([S:17]([C:19]2[CH:20]=[C:21]([CH2:25][CH2:26][CH2:27][CH2:28][O:29][CH2:30][CH2:31][CH2:32][CH2:33][CH2:34][CH2:35][N:36]3[CH2:40][C@@H:39]([C:41]4[CH:52]=[CH:51][C:44]5[O:45][C:46]([CH3:49])([CH3:50])[O:47][CH2:48][C:43]=5[CH:42]=4)[O:38][C:37]3=[O:53])[CH:22]=[CH:23][CH:24]=2)(=[O:6])=[O:18])[CH2:16][CH2:15][CH2:14][CH2:13]1, predict the reactants needed to synthesize it. The reactants are: ClC1C=C(C=CC=1)C(OO)=[O:6].[CH:12]1([S:17]([C:19]2[CH:20]=[C:21]([CH2:25][CH2:26][CH2:27][CH2:28][O:29][CH2:30][CH2:31][CH2:32][CH2:33][CH2:34][CH2:35][N:36]3[CH2:40][C@@H:39]([C:41]4[CH:52]=[CH:51][C:44]5[O:45][C:46]([CH3:50])([CH3:49])[O:47][CH2:48][C:43]=5[CH:42]=4)[O:38][C:37]3=[O:53])[CH:22]=[CH:23][CH:24]=2)=[O:18])[CH2:16][CH2:15][CH2:14][CH2:13]1. (9) Given the product [CH:2]([C:3]1[CH:4]=[C:5]([CH:10]=[C:11]([C:13]([N:15]2[CH2:19][CH2:18][CH2:17][C@@H:16]2[C:20]2[S:21][CH:22]=[C:23]([CH3:25])[N:24]=2)=[O:14])[CH:12]=1)[C:6]([O:8][CH3:9])=[O:7])=[O:1], predict the reactants needed to synthesize it. The reactants are: [OH:1][CH2:2][C:3]1[CH:4]=[C:5]([CH:10]=[C:11]([C:13]([N:15]2[CH2:19][CH2:18][CH2:17][C@@H:16]2[C:20]2[S:21][CH:22]=[C:23]([CH3:25])[N:24]=2)=[O:14])[CH:12]=1)[C:6]([O:8][CH3:9])=[O:7].CC(OI1(OC(C)=O)(OC(C)=O)OC(=O)C2C=CC=CC1=2)=O.[O-]S([O-])(=S)=O.[Na+].[Na+].C([O-])(O)=O.[Na+].